From a dataset of Catalyst prediction with 721,799 reactions and 888 catalyst types from USPTO. Predict which catalyst facilitates the given reaction. (1) Reactant: Br[CH2:2][C:3]([C:5]1[CH:6]=[C:7]([CH:12]=[CH:13][CH:14]=1)[C:8]([O:10][CH3:11])=[O:9])=[O:4].[N-:15]=[N+:16]=[N-:17].[Na+]. Product: [N:15]([CH2:2][C:3]([C:5]1[CH:6]=[C:7]([CH:12]=[CH:13][CH:14]=1)[C:8]([O:10][CH3:11])=[O:9])=[O:4])=[N+:16]=[N-:17]. The catalyst class is: 3. (2) Reactant: Br[C:2]1[CH:7]=[CH:6][C:5]([CH:8]2[O:12][CH2:11][CH2:10][O:9]2)=[CH:4][CH:3]=1.[C:13]([C:17]1[CH:22]=[CH:21][C:20]([NH:23][C:24]2[CH:29]=[CH:28][CH:27]=[CH:26][CH:25]=2)=[CH:19][CH:18]=1)([CH3:16])([CH3:15])[CH3:14].N#N.ClP(C(C)(C)C)C(C)(C)C. Product: [C:13]([C:17]1[CH:22]=[CH:21][C:20]([N:23]([C:2]2[CH:7]=[CH:6][C:5]([CH:8]3[O:12][CH2:11][CH2:10][O:9]3)=[CH:4][CH:3]=2)[C:24]2[CH:29]=[CH:28][CH:27]=[CH:26][CH:25]=2)=[CH:19][CH:18]=1)([CH3:16])([CH3:14])[CH3:15]. The catalyst class is: 222. (3) Reactant: [NH:1]1[CH2:6][CH2:5][NH:4][CH2:3][CH2:2]1.Br[CH2:8][C:9]1[C:17]([F:18])=[C:16]([C:19]2[CH:24]=[CH:23][CH:22]=[C:21]([Cl:25])[CH:20]=2)[C:12]2[N:13]=[CH:14][S:15][C:11]=2[CH:10]=1.CS(C)=O. Product: [Cl:25][C:21]1[CH:20]=[C:19]([C:16]2[C:12]3[N:13]=[CH:14][S:15][C:11]=3[CH:10]=[C:9]([CH2:8][N:1]3[CH2:6][CH2:5][NH:4][CH2:3][CH2:2]3)[C:17]=2[F:18])[CH:24]=[CH:23][CH:22]=1. The catalyst class is: 1. (4) Reactant: [H-].[Na+].[NH:3]1[C:7]2[CH:8]=[CH:9][CH:10]=[CH:11][C:6]=2[N:5]=[C:4]1[C:12]1[C:13]([NH2:19])=[N:14][CH:15]=[C:16]([Br:18])[N:17]=1.[CH3:20][C:21]1[CH:26]=[CH:25][C:24]([S:27](Cl)(=[O:29])=[O:28])=[CH:23][CH:22]=1.[C:31](O[C:31]([O:33][C:34]([CH3:37])([CH3:36])[CH3:35])=[O:32])([O:33][C:34]([CH3:37])([CH3:36])[CH3:35])=[O:32]. Product: [C:34]([O:33][C:31]([N:19]([C:13]1[C:12]([C:4]2[N:5]([S:27]([C:24]3[CH:25]=[CH:26][C:21]([CH3:20])=[CH:22][CH:23]=3)(=[O:29])=[O:28])[C:6]3[CH:11]=[CH:10][CH:9]=[CH:8][C:7]=3[N:3]=2)=[N:17][C:16]([Br:18])=[CH:15][N:14]=1)[C:31](=[O:32])[O:33][C:34]([CH3:37])([CH3:36])[CH3:35])=[O:32])([CH3:37])([CH3:36])[CH3:35]. The catalyst class is: 79. (5) Reactant: Cl[C:2]1[CH:11]=[CH:10][C:5]([C:6]([O:8][CH3:9])=[O:7])=[CH:4][N:3]=1.[CH3:12][S-:13].[Na+].O. Product: [CH3:12][S:13][C:2]1[CH:11]=[CH:10][C:5]([C:6]([O:8][CH3:9])=[O:7])=[CH:4][N:3]=1. The catalyst class is: 3. (6) Reactant: [F:1][C:2]1[CH:7]=[CH:6][C:5]([CH:8]([C:21]2[CH:26]=[CH:25][C:24]([F:27])=[CH:23][CH:22]=2)[CH2:9][CH2:10][NH:11][C:12](=[O:20])[C:13]2[CH:18]=[CH:17][C:16](F)=[N:15][CH:14]=2)=[CH:4][CH:3]=1.[CH3:28][N:29]1[CH2:34][CH2:33][NH:32][CH2:31][CH2:30]1. Product: [F:27][C:24]1[CH:25]=[CH:26][C:21]([CH:8]([C:5]2[CH:4]=[CH:3][C:2]([F:1])=[CH:7][CH:6]=2)[CH2:9][CH2:10][NH:11][C:12](=[O:20])[C:13]2[CH:18]=[CH:17][C:16]([N:32]3[CH2:33][CH2:34][N:29]([CH3:28])[CH2:30][CH2:31]3)=[N:15][CH:14]=2)=[CH:22][CH:23]=1. The catalyst class is: 1. (7) Reactant: [N:1]1[CH:6]=[CH:5][CH:4]=[C:3]([C:7]2[CH:8]=[C:9]3[C:15]([CH:16]=O)=[N:14][N:13]([CH:18]4[CH2:23][CH2:22][CH2:21][CH2:20][O:19]4)[C:10]3=[N:11][CH:12]=2)[CH:2]=1.[F:24][C:25]1[CH:26]=[C:27]([C:31]2[C:32]([NH2:38])=[C:33]([NH2:37])[CH:34]=[N:35][CH:36]=2)[CH:28]=[CH:29][CH:30]=1.[S]. The catalyst class is: 51. Product: [F:24][C:25]1[CH:26]=[C:27]([C:31]2[C:32]3[N:38]=[C:16]([C:15]4[C:9]5[C:10](=[N:11][CH:12]=[C:7]([C:3]6[CH:2]=[N:1][CH:6]=[CH:5][CH:4]=6)[CH:8]=5)[N:13]([CH:18]5[CH2:23][CH2:22][CH2:21][CH2:20][O:19]5)[N:14]=4)[NH:37][C:33]=3[CH:34]=[N:35][CH:36]=2)[CH:28]=[CH:29][CH:30]=1.